This data is from Reaction yield outcomes from USPTO patents with 853,638 reactions. The task is: Predict the reaction yield, written as a fraction of the theoretical maximum amount of product (1.0 means a 100% yield; for example, 0.34 means a 34% yield). (1) The reactants are [N:1]1([C:7](=[O:12])[C:8]([S:10][CH3:11])=S)[CH2:6][CH2:5][O:4][CH2:3][CH2:2]1.S(=O)(=O)(O)O.[NH2:18][CH2:19]C#N.C([N:24](CC)CC)C. The catalyst is CO. The product is [N:1]1([C:7]([C:8]2[S:10][C:11]([NH2:24])=[CH:19][N:18]=2)=[O:12])[CH2:6][CH2:5][O:4][CH2:3][CH2:2]1. The yield is 0.310. (2) The reactants are [F:1][C:2]1[CH:7]=[CH:6][CH:5]=[C:4]([O:8][C:9]2[CH:14]=[CH:13][C:12](I)=[CH:11][CH:10]=2)[C:3]=1[F:16].[CH3:17][C:18]1([CH3:34])[C:22]([CH3:24])([CH3:23])[O:21][B:20]([B:20]2[O:21][C:22]([CH3:24])([CH3:23])[C:18]([CH3:34])([CH3:17])[O:19]2)[O:19]1.C([O-])(=O)C.[K+]. The catalyst is CN(C)C=O.O.CC([O-])=O.CC([O-])=O.[Pd+2]. The product is [F:16][C:3]1[C:2]([F:1])=[CH:7][CH:6]=[CH:5][C:4]=1[O:8][C:9]1[CH:14]=[CH:13][C:12]([B:20]2[O:21][C:22]([CH3:24])([CH3:23])[C:18]([CH3:34])([CH3:17])[O:19]2)=[CH:11][CH:10]=1. The yield is 0.750. (3) The reactants are [CH3:1]C(O)C.[CH3:5][O:6][C:7]1[CH:8]=[CH:9][C:10]2[N:16]3[CH:17]=[N:18][C:19]([C:20]([O:22][CH2:23][CH3:24])=[O:21])=[C:15]3[C@@H:14]3[CH2:25][CH2:26][CH2:27][N:13]3[C:12](=[O:28])[C:11]=2[CH:29]=1. No catalyst specified. The product is [CH3:5][O:6][C:7]1[CH:8]=[CH:9][C:10]2[N:16]3[CH:17]=[N:18][C:19]([C:20]([O:22][CH:23]([CH3:1])[CH3:24])=[O:21])=[C:15]3[C@@H:14]3[CH2:25][CH2:26][CH2:27][N:13]3[C:12](=[O:28])[C:11]=2[CH:29]=1. The yield is 0.800. (4) The reactants are Br[CH2:2][C:3]([CH3:5])=[CH2:4].[F:6][C:7]1[CH:12]=[CH:11][C:10]([C:13]2[O:14][C:15]3[CH:25]=[CH:24][C:23]([OH:26])=[CH:22][C:16]=3[C:17]=2[C:18]([O:20][CH3:21])=[O:19])=[CH:9][CH:8]=1.C([O-])([O-])=O.[K+].[K+]. The catalyst is CC(C)=O. The product is [F:6][C:7]1[CH:12]=[CH:11][C:10]([C:13]2[O:14][C:15]3[CH:25]=[CH:24][C:23]([O:26][CH2:4][C:3]([CH3:5])=[CH2:2])=[CH:22][C:16]=3[C:17]=2[C:18]([O:20][CH3:21])=[O:19])=[CH:9][CH:8]=1. The yield is 0.420.